Dataset: Peptide-MHC class I binding affinity with 185,985 pairs from IEDB/IMGT. Task: Regression. Given a peptide amino acid sequence and an MHC pseudo amino acid sequence, predict their binding affinity value. This is MHC class I binding data. (1) The peptide sequence is SQGRGWFLL. The MHC is HLA-A02:12 with pseudo-sequence HLA-A02:12. The binding affinity (normalized) is 0.302. (2) The peptide sequence is RMGELTAEI. The MHC is HLA-A02:01 with pseudo-sequence HLA-A02:01. The binding affinity (normalized) is 0.583. (3) The peptide sequence is IPQALDSWWTSL. The MHC is H-2-Ld with pseudo-sequence H-2-Ld. The binding affinity (normalized) is 0.832. (4) The peptide sequence is LPMIIGEPII. The MHC is HLA-B07:02 with pseudo-sequence HLA-B07:02. The binding affinity (normalized) is 0.796. (5) The peptide sequence is VWKQLFPEL. The MHC is HLA-A68:02 with pseudo-sequence HLA-A68:02. The binding affinity (normalized) is 0.0847.